From a dataset of Reaction yield outcomes from USPTO patents with 853,638 reactions. Predict the reaction yield, written as a fraction of the theoretical maximum amount of product (1.0 means a 100% yield; for example, 0.34 means a 34% yield). (1) The product is [CH2:1]([O:3][C:4]([C:6]1[CH:7]=[N:8][N:9]([C:11]2[N:15]([CH2:16][O:17][CH2:18][CH2:19][O:20][CH3:21])[C:14]3[CH:22]=[C:23]([S:30]([CH2:31][CH3:32])=[O:35])[C:24]([C:26]([F:29])([F:27])[F:28])=[CH:25][C:13]=3[N:12]=2)[CH:10]=1)=[O:5])[CH3:2]. The reactants are [CH2:1]([O:3][C:4]([C:6]1[CH:7]=[N:8][N:9]([C:11]2[N:15]([CH2:16][O:17][CH2:18][CH2:19][O:20][CH3:21])[C:14]3[CH:22]=[C:23]([S:30][CH2:31][CH3:32])[C:24]([C:26]([F:29])([F:28])[F:27])=[CH:25][C:13]=3[N:12]=2)[CH:10]=1)=[O:5])[CH3:2].CO.[OH:35]OS([O-])=O.[K+].S([O-])(O[O-])(=O)=O.[K+].[K+]. The catalyst is O.CCOC(C)=O. The yield is 0.450. (2) The yield is 0.620. The reactants are [CH3:1][N:2]1[CH2:7][CH2:6][CH2:5][CH2:4][C@H:3]1[C:8]([OH:10])=O.[F:11][C:12]1[CH:13]=[CH:14][C:15]([NH:18][NH2:19])=[N:16][CH:17]=1.CN(C(ON1N=NC2C=CC=NC1=2)=[N+](C)C)C.F[P-](F)(F)(F)(F)F.CCN(C(C)C)C(C)C. The catalyst is C(Cl)Cl. The product is [F:11][C:12]1[CH:13]=[CH:14][C:15]([NH:18][NH:19][C:8]([C@@H:3]2[CH2:4][CH2:5][CH2:6][CH2:7][N:2]2[CH3:1])=[O:10])=[N:16][CH:17]=1. (3) The reactants are I[C:2]1[C:10]2[C:5](=[N:6][CH:7]=[N:8][C:9]=2[NH2:11])[NH:4][N:3]=1.[F:12][C:13]1[CH:18]=[CH:17][C:16](B(O)O)=[CH:15][C:14]=1[O:22][CH3:23].C(=O)([O-])[O-].[Na+].[Na+].ClCCl. The catalyst is CN(C=O)C.C(O)C.O. The product is [F:12][C:13]1[CH:18]=[CH:17][C:16]([C:2]2[C:10]3[C:5](=[N:6][CH:7]=[N:8][C:9]=3[NH2:11])[NH:4][N:3]=2)=[CH:15][C:14]=1[O:22][CH3:23]. The yield is 0.480.